Task: Regression. Given two drug SMILES strings and cell line genomic features, predict the synergy score measuring deviation from expected non-interaction effect.. Dataset: NCI-60 drug combinations with 297,098 pairs across 59 cell lines (1) Drug 1: C1=CC(=C2C(=C1NCCNCCO)C(=O)C3=C(C=CC(=C3C2=O)O)O)NCCNCCO. Drug 2: C1=C(C(=O)NC(=O)N1)F. Cell line: CAKI-1. Synergy scores: CSS=55.4, Synergy_ZIP=2.99, Synergy_Bliss=1.61, Synergy_Loewe=0.418, Synergy_HSA=11.0. (2) Drug 1: CC1OCC2C(O1)C(C(C(O2)OC3C4COC(=O)C4C(C5=CC6=C(C=C35)OCO6)C7=CC(=C(C(=C7)OC)O)OC)O)O. Drug 2: CN(C)N=NC1=C(NC=N1)C(=O)N. Cell line: 786-0. Synergy scores: CSS=30.6, Synergy_ZIP=12.0, Synergy_Bliss=13.0, Synergy_Loewe=-5.17, Synergy_HSA=13.5. (3) Drug 1: CCCCCOC(=O)NC1=NC(=O)N(C=C1F)C2C(C(C(O2)C)O)O. Drug 2: C(CC(=O)O)C(=O)CN.Cl. Cell line: IGROV1. Synergy scores: CSS=14.1, Synergy_ZIP=-2.06, Synergy_Bliss=3.62, Synergy_Loewe=1.82, Synergy_HSA=2.23. (4) Drug 1: CCCS(=O)(=O)NC1=C(C(=C(C=C1)F)C(=O)C2=CNC3=C2C=C(C=N3)C4=CC=C(C=C4)Cl)F. Drug 2: CC(C1=C(C=CC(=C1Cl)F)Cl)OC2=C(N=CC(=C2)C3=CN(N=C3)C4CCNCC4)N. Cell line: OVCAR-4. Synergy scores: CSS=-2.23, Synergy_ZIP=2.03, Synergy_Bliss=0.905, Synergy_Loewe=-0.671, Synergy_HSA=-1.84. (5) Drug 1: C1=NC2=C(N=C(N=C2N1C3C(C(C(O3)CO)O)O)F)N. Drug 2: N.N.Cl[Pt+2]Cl. Cell line: OVCAR-5. Synergy scores: CSS=45.4, Synergy_ZIP=-5.90, Synergy_Bliss=-1.53, Synergy_Loewe=0.801, Synergy_HSA=2.61. (6) Drug 1: C1=NC2=C(N1)C(=S)N=C(N2)N. Drug 2: C1=NC(=NC(=O)N1C2C(C(C(O2)CO)O)O)N. Cell line: SR. Synergy scores: CSS=54.7, Synergy_ZIP=-2.78, Synergy_Bliss=-0.526, Synergy_Loewe=2.69, Synergy_HSA=3.27.